This data is from Full USPTO retrosynthesis dataset with 1.9M reactions from patents (1976-2016). The task is: Predict the reactants needed to synthesize the given product. Given the product [OH:1][C@H:2]1[CH2:36][N:5]2[C:6](=[O:35])[C@@H:7]([NH:26][C:27]([C:29]3[CH:33]=[C:32]([CH3:34])[O:31][N:30]=3)=[O:28])[CH2:8][CH2:9][CH2:10][CH2:11][CH2:12][CH:13]=[CH:14][CH:15]3[CH2:20][C@@:16]3([C:21]([OH:23])=[O:22])[NH:17][C:18](=[O:19])[C@@H:4]2[CH2:3]1, predict the reactants needed to synthesize it. The reactants are: [OH:1][C@H:2]1[CH2:36][N:5]2[C:6](=[O:35])[C@@H:7]([NH:26][C:27]([C:29]3[CH:33]=[C:32]([CH3:34])[O:31][N:30]=3)=[O:28])[CH2:8][CH2:9][CH2:10][CH2:11][CH2:12][CH:13]=[CH:14][CH:15]3[CH2:20][C@@:16]3([C:21]([O:23]CC)=[O:22])[NH:17][C:18](=[O:19])[C@@H:4]2[CH2:3]1.[Li+].[OH-].